This data is from Full USPTO retrosynthesis dataset with 1.9M reactions from patents (1976-2016). The task is: Predict the reactants needed to synthesize the given product. (1) The reactants are: C(P(C(C)(C)C)C1N(C2C=CC=CC=2)C2C(C=1)=CC=CC=2)(C)(C)C.[NH2:25][C:26]1[C:31]([CH2:32][C:33]2[CH:38]=[CH:37][CH:36]=[CH:35][CH:34]=2)=[N:30][C:29](Br)=[C:28]([Cl:40])[N:27]=1.[CH:41]([C:43]1[CH:48]=[C:47]([O:49][CH3:50])[CH:46]=[CH:45][C:44]=1B(O)O)=[O:42].[F-].[K+]. Given the product [NH2:25][C:26]1[N:27]=[C:28]([Cl:40])[C:29]([C:44]2[CH:45]=[CH:46][C:47]([O:49][CH3:50])=[CH:48][C:43]=2[CH:41]=[O:42])=[N:30][C:31]=1[CH2:32][C:33]1[CH:38]=[CH:37][CH:36]=[CH:35][CH:34]=1, predict the reactants needed to synthesize it. (2) Given the product [C:11]1([NH:3][CH:4]=[N:3][C:11]2[CH:10]=[CH:9][CH:8]=[CH:7][CH:6]=2)[CH:6]=[CH:7][CH:8]=[CH:9][CH:10]=1, predict the reactants needed to synthesize it. The reactants are: [I-].C[N+:3]1[C:11]2[C:6](=[CH:7][CH:8]=[CH:9][CH:10]=2)C(C)(C)[C:4]=1C. (3) Given the product [CH3:27][O:26][C:21]1[CH:22]=[CH:23][CH:24]=[CH:25][C:20]=1[CH2:19][O:18][CH2:17][CH2:16][CH2:15][O:14][C:11]1[CH:12]=[CH:13][C:8]([CH:7]2[CH2:6][CH2:5][N:4]([C:28]([O:30][C:31]([CH3:34])([CH3:33])[CH3:32])=[O:29])[CH2:3][CH:2]2[O:1][CH2:36][C:37]2[CH:42]=[CH:41][CH:40]=[C:39]([O:43][CH3:44])[C:38]=2[O:45][CH2:46][CH2:47][CH2:48][O:49][CH3:50])=[CH:9][CH:10]=1, predict the reactants needed to synthesize it. The reactants are: [OH:1][CH:2]1[CH:7]([C:8]2[CH:13]=[CH:12][C:11]([O:14][CH2:15][CH2:16][CH2:17][O:18][CH2:19][C:20]3[CH:25]=[CH:24][CH:23]=[CH:22][C:21]=3[O:26][CH3:27])=[CH:10][CH:9]=2)[CH2:6][CH2:5][N:4]([C:28]([O:30][C:31]([CH3:34])([CH3:33])[CH3:32])=[O:29])[CH2:3]1.Cl[CH2:36][C:37]1[CH:42]=[CH:41][CH:40]=[C:39]([O:43][CH3:44])[C:38]=1[O:45][CH2:46][CH2:47][CH2:48][O:49][CH3:50]. (4) Given the product [Br:3][C:4]1[CH:9]=[CH:8][C:7]([C:10]([CH3:15])([CH3:11])[C:19]#[N:17])=[C:6]([F:13])[CH:5]=1, predict the reactants needed to synthesize it. The reactants are: [H-].[Na+].[Br:3][C:4]1[CH:9]=[CH:8][C:7]([CH2:10][C:11]#N)=[C:6]([F:13])[CH:5]=1.I[CH3:15].C[N:17]([CH:19]=O)C. (5) Given the product [CH3:20][N:18]([C:17]1[CH:16]=[CH:21][N:22]=[CH:23][CH:24]=1)[CH3:19].[CH3:27][N:25]([CH3:26])[C:24]1[CH:23]=[CH:13][N:14]=[CH:16][CH:17]=1, predict the reactants needed to synthesize it. The reactants are: OCC1(OC[C@@H](O)[C@@H](O)[C@H]1O)O.[CH3:13][N:14]([CH2:16][CH2:17][N:18]([CH3:20])[CH3:19])C.[CH3:21][N:22](C)[CH2:23][CH2:24][N:25]([CH3:27])[CH3:26]. (6) Given the product [CH3:8][C:7]1[C:2]([CH3:1])=[C:3]([OH:10])[C:4]([CH3:9])=[CH:5][C:6]=1[S:11][C:12]#[N:13], predict the reactants needed to synthesize it. The reactants are: [CH3:1][C:2]1[C:7]([CH3:8])=[CH:6][CH:5]=[C:4]([CH3:9])[C:3]=1[OH:10].[S-:11][C:12]#[N:13].[NH4+]. (7) Given the product [F:1][C:2]1[CH:7]=[CH:6][C:5]([N:8]2[CH2:9][C:10]3[C:15](=[CH:14][CH:13]=[C:12]([O:33][CH3:34])[CH:11]=3)[CH:16]2[CH2:17][C:18]2[CH:23]=[CH:22][C:21]([O:24][CH2:25][CH2:26][CH:27]3[CH2:32][CH2:31][CH2:30][CH2:29][NH:28]3)=[CH:20][CH:19]=2)=[CH:4][CH:3]=1, predict the reactants needed to synthesize it. The reactants are: [F:1][C:2]1[CH:7]=[CH:6][C:5]([N:8]2[CH:16]([CH2:17][C:18]3[CH:23]=[CH:22][C:21]([O:24][CH2:25][CH2:26][CH:27]4[CH2:32][CH2:31][CH2:30][CH2:29][NH:28]4)=[CH:20][CH:19]=3)[C:15]3[C:10](=[CH:11][C:12]([O:33][CH3:34])=[CH:13][CH:14]=3)[C:9]2=O)=[CH:4][CH:3]=1.Cl.C(=O)(O)[O-].[Na+]. (8) Given the product [Cl:1][C:2]1[CH:15]=[CH:14][C:5]([O:6][C:7]2[C:11]([CH3:12])=[N:10][N:9]([CH2:18][CH2:19][NH2:20])[C:8]=2[CH3:13])=[CH:4][CH:3]=1, predict the reactants needed to synthesize it. The reactants are: [Cl:1][C:2]1[CH:15]=[CH:14][C:5]([O:6][C:7]2[C:8]([CH3:13])=[N:9][NH:10][C:11]=2[CH3:12])=[CH:4][CH:3]=1.Cl.Cl[CH2:18][CH2:19][NH2:20].[OH-].[Na+].CC#N.